This data is from Full USPTO retrosynthesis dataset with 1.9M reactions from patents (1976-2016). The task is: Predict the reactants needed to synthesize the given product. (1) Given the product [Cl:8][C:4]1[CH:3]=[C:2]([NH:1][C:19](=[O:20])[CH2:18][O:17][CH3:16])[CH:7]=[CH:6][N:5]=1, predict the reactants needed to synthesize it. The reactants are: [NH2:1][C:2]1[CH:7]=[CH:6][N:5]=[C:4]([Cl:8])[CH:3]=1.C(N(CC)CC)C.[CH3:16][O:17][CH2:18][C:19](Cl)=[O:20].C(=O)([O-])O.[Na+]. (2) Given the product [Si:17]([O:24][CH2:25][C@H:26]1[CH2:37][CH2:36][C:35]2[S:34][C:33]3[C:28](=[C:29]([O:14][CH:11]4[CH2:10][CH2:9][CH:8]([N:6]5[CH2:7][C:4]6([CH2:1][O:2][CH2:3]6)[CH2:5]5)[CH2:13][CH2:12]4)[N:30]=[CH:31][N:32]=3)[C:27]1=2)([C:20]([CH3:23])([CH3:21])[CH3:22])([CH3:19])[CH3:18], predict the reactants needed to synthesize it. The reactants are: [CH2:1]1[C:4]2([CH2:7][N:6]([CH:8]3[CH2:13][CH2:12][CH:11]([OH:14])[CH2:10][CH2:9]3)[CH2:5]2)[CH2:3][O:2]1.[H-].[Na+].[Si:17]([O:24][CH2:25][C@H:26]1[CH2:37][CH2:36][C:35]2[S:34][C:33]3[C:28](=[C:29](Cl)[N:30]=[CH:31][N:32]=3)[C:27]1=2)([C:20]([CH3:23])([CH3:22])[CH3:21])([CH3:19])[CH3:18].